This data is from Catalyst prediction with 721,799 reactions and 888 catalyst types from USPTO. The task is: Predict which catalyst facilitates the given reaction. (1) Reactant: [CH:1]([N:4]1[C:8]([C:9]2[C:14]([CH2:15]O)=[CH:13][CH:12]=[CH:11][N:10]=2)=[CH:7][CH:6]=[N:5]1)([CH3:3])[CH3:2].O=S(Cl)[Cl:19]. Product: [ClH:19].[Cl:19][CH2:15][C:14]1[C:9]([C:8]2[N:4]([CH:1]([CH3:3])[CH3:2])[N:5]=[CH:6][CH:7]=2)=[N:10][CH:11]=[CH:12][CH:13]=1. The catalyst class is: 2. (2) Reactant: [CH3:1][C:2]([C:9]1[CH:14]=[CH:13][C:12]([N+:15]([O-:17])=[O:16])=[CH:11][CH:10]=1)([CH3:8])[C:3](OCC)=[O:4].[H-].C([Al+]CC(C)C)C(C)C. Product: [CH3:8][C:2]([C:9]1[CH:14]=[CH:13][C:12]([N+:15]([O-:17])=[O:16])=[CH:11][CH:10]=1)([CH3:1])[CH2:3][OH:4]. The catalyst class is: 7.